Dataset: Full USPTO retrosynthesis dataset with 1.9M reactions from patents (1976-2016). Task: Predict the reactants needed to synthesize the given product. (1) Given the product [Cl:18][C:19]1[CH:20]=[C:21]([NH:22][C:13]2[N:12]=[C:11]([C:7]3[CH:6]=[C:5]([NH:4][C:1](=[O:3])[CH3:2])[CH:10]=[CH:9][CH:8]=3)[CH:16]=[N:15][CH:14]=2)[CH:23]=[CH:24][C:25]=1[F:26], predict the reactants needed to synthesize it. The reactants are: [C:1]([NH:4][C:5]1[CH:6]=[C:7]([C:11]2[CH:16]=[N:15][CH:14]=[C:13](Cl)[N:12]=2)[CH:8]=[CH:9][CH:10]=1)(=[O:3])[CH3:2].[Cl:18][C:19]1[CH:20]=[C:21]([CH:23]=[CH:24][C:25]=1[F:26])[NH2:22].C1C=CC(P(C2C(C3C(P(C4C=CC=CC=4)C4C=CC=CC=4)=CC=C4C=3C=CC=C4)=C3C(C=CC=C3)=CC=2)C2C=CC=CC=2)=CC=1.CC(C)([O-])C.[Na+]. (2) Given the product [OH:23][C:12]1[C:11]([CH:24]([CH3:26])[CH3:25])=[N:10][N:9]([CH2:8][C:5]2[CH:6]=[CH:7][C:2]([C:33]3[CH:34]=[CH:35][C:30]([N+:27]([O-:29])=[O:28])=[CH:31][CH:32]=3)=[CH:3][CH:4]=2)[C:14](=[O:15])[C:13]=1[C:16]([NH:18][CH2:19][C:20]([OH:22])=[O:21])=[O:17], predict the reactants needed to synthesize it. The reactants are: Br[C:2]1[CH:7]=[CH:6][C:5]([CH2:8][N:9]2[C:14](=[O:15])[C:13]([C:16]([NH:18][CH2:19][C:20]([OH:22])=[O:21])=[O:17])=[C:12]([OH:23])[C:11]([CH:24]([CH3:26])[CH3:25])=[N:10]2)=[CH:4][CH:3]=1.[N+:27]([C:30]1[CH:35]=[CH:34][C:33](B(O)O)=[CH:32][CH:31]=1)([O-:29])=[O:28].C(=O)([O-])[O-].[K+].[K+].Cl. (3) Given the product [CH2:1]([O:8][C:9]([N:11]1[CH2:16][CH2:15][CH:14]([C:17](=[O:26])[NH:18][C:19]2[CH:24]=[C:23]([C:31]3[CH:32]=[CH:33][C:28]([F:27])=[CH:29][C:30]=3[O:37][CH3:38])[N:22]=[CH:21][N:20]=2)[CH2:13][CH2:12]1)=[O:10])[C:2]1[CH:7]=[CH:6][CH:5]=[CH:4][CH:3]=1, predict the reactants needed to synthesize it. The reactants are: [CH2:1]([O:8][C:9]([N:11]1[CH2:16][CH2:15][CH:14]([C:17](=[O:26])[NH:18][C:19]2[CH:24]=[C:23](Cl)[N:22]=[CH:21][N:20]=2)[CH2:13][CH2:12]1)=[O:10])[C:2]1[CH:7]=[CH:6][CH:5]=[CH:4][CH:3]=1.[F:27][C:28]1[CH:33]=[CH:32][C:31](B(O)O)=[C:30]([O:37][CH3:38])[CH:29]=1.C1(P(C2C=CC=CC=2)C2C=CC=CC=2)C=CC=CC=1. (4) Given the product [CH2:12]([O:11][C:9]([C:5]12[CH2:8][C:2]([NH:1][CH2:15][C:16]([N:18]3[CH2:22][CH2:21][CH2:20][C@H:19]3[C:23]#[N:24])=[O:17])([CH2:3][CH2:4]1)[CH2:7][CH2:6]2)=[O:10])[CH3:13], predict the reactants needed to synthesize it. The reactants are: [NH2:1][C:2]12[CH2:8][C:5]([C:9]([O:11][CH2:12][CH3:13])=[O:10])([CH2:6][CH2:7]1)[CH2:4][CH2:3]2.Br[CH2:15][C:16]([N:18]1[CH2:22][CH2:21][CH2:20][C@H:19]1[C:23]#[N:24])=[O:17]. (5) Given the product [Br:11][C:7]1[CH:6]=[C:5]([C:3](=[O:4])[CH2:2][N:15]2[CH:16]=[CH:17][N:18]=[C:14]2[CH2:12][CH3:13])[CH:10]=[CH:9][CH:8]=1, predict the reactants needed to synthesize it. The reactants are: Br[CH2:2][C:3]([C:5]1[CH:10]=[CH:9][CH:8]=[C:7]([Br:11])[CH:6]=1)=[O:4].[CH2:12]([C:14]1[NH:15][CH:16]=[CH:17][N:18]=1)[CH3:13].